The task is: Predict the reactants needed to synthesize the given product.. This data is from Full USPTO retrosynthesis dataset with 1.9M reactions from patents (1976-2016). The reactants are: [Cl:1][C:2]1[CH:3]=[C:4]([CH:12]([CH2:16][CH:17]2[CH2:21][CH2:20][CH2:19][CH2:18]2)[C:13]([OH:15])=O)[CH:5]=[CH:6][C:7]=1[S:8]([CH3:11])(=[O:10])=[O:9].C(Cl)(=O)C(Cl)=O.[NH2:28][C:29]1[CH:34]=[N:33][C:32]([Br:35])=[CH:31][N:30]=1.N1C(C)=CC=CC=1C. Given the product [Br:35][C:32]1[N:33]=[CH:34][C:29]([NH:28][C:13](=[O:15])[CH:12]([C:4]2[CH:5]=[CH:6][C:7]([S:8]([CH3:11])(=[O:9])=[O:10])=[C:2]([Cl:1])[CH:3]=2)[CH2:16][CH:17]2[CH2:21][CH2:20][CH2:19][CH2:18]2)=[N:30][CH:31]=1, predict the reactants needed to synthesize it.